This data is from Forward reaction prediction with 1.9M reactions from USPTO patents (1976-2016). The task is: Predict the product of the given reaction. (1) Given the reactants [C:1]1([CH3:15])[CH:6]=[CH:5][CH:4]=[C:3]([N:7]2[N:11]=[N:10][C:9]([CH:12]([OH:14])[CH3:13])=[N:8]2)[CH:2]=1.[H-].[Na+].[CH:18]1([N:21]2[C:25](S(C)(=O)=O)=[N:24][N:23]=[C:22]2[C:30]2[CH:35]=[CH:34][N:33]=[CH:32][CH:31]=2)[CH2:20][CH2:19]1, predict the reaction product. The product is: [CH:18]1([N:21]2[C:25]([O:14][CH:12]([C:9]3[N:10]=[N:11][N:7]([C:3]4[CH:2]=[C:1]([CH3:15])[CH:6]=[CH:5][CH:4]=4)[N:8]=3)[CH3:13])=[N:24][N:23]=[C:22]2[C:30]2[CH:31]=[CH:32][N:33]=[CH:34][CH:35]=2)[CH2:20][CH2:19]1. (2) Given the reactants [Cl:1][C:2]1[N:10]=[C:9]2[C:5]([N:6]=[CH:7][N:8]2[C@@H:11]2[O:23][C@H:22]([CH2:24][O:25][C:26](=[O:28])[CH3:27])[C@@H:17]([O:18][C:19](=[O:21])[CH3:20])[C@H:12]2[O:13][C:14](=[O:16])[CH3:15])=[C:4](Cl)[N:3]=1.[Cl:30][C:31]1[CH:37]=[CH:36][C:34]([NH2:35])=[C:33]([F:38])[CH:32]=1.C1(P(C2C=CC=CC=2)C2C=CC=CC=2OC2C=CC=CC=2P(C2C=CC=CC=2)C2C=CC=CC=2)C=CC=CC=1.C(=O)([O-])[O-].[Cs+].[Cs+], predict the reaction product. The product is: [C:19]([O:18][C@H:17]1[C@@H:12]([O:13][C:14](=[O:16])[CH3:15])[C@H:11]([N:8]2[CH:7]=[N:6][C:5]3[C:9]2=[N:10][C:2]([Cl:1])=[N:3][C:4]=3[NH:35][C:34]2[CH:36]=[CH:37][C:31]([Cl:30])=[CH:32][C:33]=2[F:38])[O:23][C@@H:22]1[CH2:24][O:25][C:26](=[O:28])[CH3:27])(=[O:21])[CH3:20].